Task: Predict which catalyst facilitates the given reaction.. Dataset: Catalyst prediction with 721,799 reactions and 888 catalyst types from USPTO (1) Reactant: [OH-].[K+].[OH:3][CH2:4][CH2:5][C:6]1[CH:7]=[CH:8][C:9]2[N:10]([N:12]=[C:13]([C:26]3[CH:31]=[CH:30][CH:29]=[CH:28][CH:27]=3)[C:14]=2[CH2:15][C:16]2[N:21]=[C:20]([C:22]([O:24]C)=[O:23])[CH:19]=[CH:18][CH:17]=2)[CH:11]=1.Cl. Product: [OH:3][CH2:4][CH2:5][C:6]1[CH:7]=[CH:8][C:9]2[N:10]([N:12]=[C:13]([C:26]3[CH:31]=[CH:30][CH:29]=[CH:28][CH:27]=3)[C:14]=2[CH2:15][C:16]2[N:21]=[C:20]([C:22]([OH:24])=[O:23])[CH:19]=[CH:18][CH:17]=2)[CH:11]=1. The catalyst class is: 5. (2) The catalyst class is: 74. Product: [F:15][C:5]([F:16])([C:6]1[CH:11]=[CH:10][CH:9]=[CH:8][C:7]=1[N+:12]([O-:14])=[O:13])[C:4]([OH:17])=[O:3]. Reactant: C([O:3][C:4](=[O:17])[C:5]([F:16])([F:15])[C:6]1[CH:11]=[CH:10][CH:9]=[CH:8][C:7]=1[N+:12]([O-:14])=[O:13])C.Cl. (3) The catalyst class is: 21. Reactant: [OH:1][CH:2]1[CH2:7][CH2:6][CH2:5][N:4]([CH3:8])[C:3]1=[O:9]. Product: [CH3:8][N:4]1[CH2:5][CH2:6][CH2:7][C:2](=[O:1])[C:3]1=[O:9]. (4) Reactant: [OH:1][CH2:2][C@@H:3]1[CH2:8][C@H:7]([CH3:9])[CH2:6][N:5]([C:10]([O:12][C:13]([CH3:16])([CH3:15])[CH3:14])=[O:11])[CH2:4]1.[C:17]1([CH3:27])[CH:22]=[CH:21][C:20]([S:23](Cl)(=[O:25])=[O:24])=[CH:19][CH:18]=1.CCN(C(C)C)C(C)C.O. Product: [CH3:9][C@H:7]1[CH2:8][C@@H:3]([CH2:2][O:1][S:23]([C:20]2[CH:21]=[CH:22][C:17]([CH3:27])=[CH:18][CH:19]=2)(=[O:25])=[O:24])[CH2:4][N:5]([C:10]([O:12][C:13]([CH3:15])([CH3:14])[CH3:16])=[O:11])[CH2:6]1. The catalyst class is: 64. (5) Reactant: [C:1]([NH:7][CH2:8][CH2:9][C:10]([O:12][CH:13]1[C:18]2=[N:19][C:20]([CH3:42])=[C:21]([CH2:24][CH2:25][N:26]3[CH2:31][CH2:30][CH:29]([C:32]4[C:36]5[CH:37]=[CH:38][C:39]([F:41])=[CH:40][C:35]=5[O:34][N:33]=4)[CH2:28][CH2:27]3)[C:22](=[O:23])[N:17]2[CH2:16][CH2:15][CH2:14]1)=[O:11])(=[O:6])[C:2](C)([CH3:4])C.F[C:44](F)(F)[C:45]([OH:47])=O.[CH:50]([N:53](C(C)C)CC)(C)[CH3:51].C(P(=O)(OCC)[O:62]CC)#N. Product: [O:47]=[C:45]1[CH:44]=[CH:51][C:50](=[O:62])[N:53]1[CH2:4][CH2:2][C:1]([NH:7][CH2:8][CH2:9][C:10]([O:12][CH:13]1[C:18]2=[N:19][C:20]([CH3:42])=[C:21]([CH2:24][CH2:25][N:26]3[CH2:27][CH2:28][CH:29]([C:32]4[C:36]5[CH:37]=[CH:38][C:39]([F:41])=[CH:40][C:35]=5[O:34][N:33]=4)[CH2:30][CH2:31]3)[C:22](=[O:23])[N:17]2[CH2:16][CH2:15][CH2:14]1)=[O:11])=[O:6]. The catalyst class is: 46. (6) Reactant: C(OC(=O)[C:5]([C:7]1(Br)[CH2:11][CH2:10][O:9][CH:8]1[O:12][CH2:13]C)=[O:6])C.S([O-])([O-])=O.[Na+].[Na+].[Cl-].[NH4+].Cl. Product: [O:12]1[CH:8]2[O:9][CH2:10][CH2:11][CH:7]2[CH:5]([OH:6])[CH2:13]1. The catalyst class is: 4.